This data is from Reaction yield outcomes from USPTO patents with 853,638 reactions. The task is: Predict the reaction yield, written as a fraction of the theoretical maximum amount of product (1.0 means a 100% yield; for example, 0.34 means a 34% yield). (1) The reactants are C(=O)([O-])[O-].[K+].[K+].[CH2:7]([O:9][C:10]([C:12]1[C:16](Br)=[C:15]([N+:18]([O-:20])=[O:19])[S:14][CH:13]=1)=[O:11])[CH3:8].[CH2:21]([SH:28])[C:22]1[CH:27]=[CH:26][CH:25]=[CH:24][CH:23]=1. The catalyst is C(O)C. The product is [CH2:7]([O:9][C:10]([C:12]1[C:16]([S:28][CH2:21][C:22]2[CH:27]=[CH:26][CH:25]=[CH:24][CH:23]=2)=[C:15]([N+:18]([O-:20])=[O:19])[S:14][CH:13]=1)=[O:11])[CH3:8]. The yield is 0.980. (2) The reactants are [N+:1]([C:4]1[CH:5]=[C:6]2[C:10](=[CH:11][CH:12]=1)[NH:9][CH:8]=[CH:7]2)([O-:3])=[O:2].Cl.Cl[C:15]1[CH:20]=[CH:19][N:18]=[CH:17][CH:16]=1.CC(C)([O-])C.[K+].O. The catalyst is CN(C=O)C. The product is [N+:1]([C:4]1[CH:5]=[C:6]2[C:10](=[CH:11][CH:12]=1)[N:9]([C:15]1[CH:20]=[CH:19][N:18]=[CH:17][CH:16]=1)[CH:8]=[CH:7]2)([O-:3])=[O:2]. The yield is 0.580. (3) The reactants are Cl.C(OC([NH:9][C@@H:10]1[CH2:15][CH2:14][C@@H:13]([CH:16](C(OCC)=O)[C:17]([O:19][CH2:20]C)=[O:18])[CH2:12][C@H:11]1[C:27]1[CH:32]=[CH:31][C:30]([Cl:33])=[CH:29][CH:28]=1)=O)(C)(C)C. The catalyst is O. The product is [NH2:9][C@@H:10]1[CH2:15][CH2:14][C@@H:13]([CH2:16][C:17]([O:19][CH3:20])=[O:18])[CH2:12][C@H:11]1[C:27]1[CH:32]=[CH:31][C:30]([Cl:33])=[CH:29][CH:28]=1. The yield is 0.850. (4) The reactants are [OH-].[Na+].O.[CH:4]1([CH2:7][O:8][C:9]2[CH:10]=[CH:11][C:12]([N+:19]([O-:21])=[O:20])=[C:13]([CH:18]=2)[C:14]([O:16]C)=[O:15])[CH2:6][CH2:5]1.Cl. The catalyst is CO.C1COCC1. The product is [CH:4]1([CH2:7][O:8][C:9]2[CH:10]=[CH:11][C:12]([N+:19]([O-:21])=[O:20])=[C:13]([CH:18]=2)[C:14]([OH:16])=[O:15])[CH2:6][CH2:5]1. The yield is 0.890. (5) The reactants are [CH2:1]1[CH2:6][C@H:5]([C:7]([OH:9])=[O:8])[CH2:4][CH2:3][C@H:2]1[CH2:10][NH2:11].[CH3:12][O:13][C:14]1[CH:15]=[C:16]2[C:21](=[CH:22][CH:23]=1)[CH:20]=[C:19]([C@H:24]([CH3:41])[C:25]([O:27][CH:28](OC(ON1C(=O)CCC1=O)=O)[CH3:29])=[O:26])[CH:18]=[CH:17]2.CC([O:46][CH3:47])(C)C.CC(C)=[O:50].O. No catalyst specified. The product is [CH3:12][O:13][C:14]1[CH:15]=[C:16]2[C:21](=[CH:22][CH:23]=1)[CH:20]=[C:19]([C@H:24]([CH3:41])[C:25]([O:27][CH2:28][CH2:29][O:50][C:47]([NH:11][CH2:10][C@H:2]1[CH2:3][CH2:4][C@H:5]([C:7]([OH:9])=[O:8])[CH2:6][CH2:1]1)=[O:46])=[O:26])[CH:18]=[CH:17]2. The yield is 0.0900. (6) The reactants are [OH-].[K+].C([O:5][C:6](=[O:31])[C:7]([CH2:22][CH2:23][CH2:24][CH2:25][C:26]([CH3:30])([CH3:29])[CH2:27][OH:28])([CH2:13][CH2:14][CH2:15][CH2:16][C:17]([CH3:21])([CH3:20])[CH2:18][OH:19])[C:8]([O:10]CC)=[O:9])C. The catalyst is O.C(O)C. The product is [OH:28][CH2:27][C:26]([CH3:30])([CH3:29])[CH2:25][CH2:24][CH2:23][CH2:22][C:7]([CH2:13][CH2:14][CH2:15][CH2:16][C:17]([CH3:21])([CH3:20])[CH2:18][OH:19])([C:8]([OH:10])=[O:9])[C:6]([OH:31])=[O:5]. The yield is 0.820.